Dataset: Full USPTO retrosynthesis dataset with 1.9M reactions from patents (1976-2016). Task: Predict the reactants needed to synthesize the given product. Given the product [NH2:35][CH2:20][CH2:19][C:16]1[CH:17]=[CH:18][C:13]([N:12]([CH2:22][C:23]([C:26]2[CH:27]=[CH:28][C:29]([F:32])=[CH:30][CH:31]=2)([CH3:24])[CH3:25])[C:11](=[O:33])[O:10][C:6]([CH3:9])([CH3:7])[CH3:8])=[N:14][CH:15]=1, predict the reactants needed to synthesize it. The reactants are: CS(Cl)(=O)=O.[C:6]([O:10][C:11](=[O:33])[N:12]([CH2:22][C:23]([C:26]1[CH:31]=[CH:30][C:29]([F:32])=[CH:28][CH:27]=1)([CH3:25])[CH3:24])[C:13]1[CH:18]=[CH:17][C:16]([CH2:19][CH2:20]O)=[CH:15][N:14]=1)([CH3:9])([CH3:8])[CH3:7].C[N:35](CCN(C)C)C.[N-]=[N+]=[N-].[Na+].